This data is from Catalyst prediction with 721,799 reactions and 888 catalyst types from USPTO. The task is: Predict which catalyst facilitates the given reaction. Reactant: [CH2:1]([O:3][C:4]1[CH:13]=[C:12]2[C:7]([CH:8]=[CH:9][C:10]([O:14][CH:15]([CH2:19][CH3:20])[C:16]([OH:18])=O)=[CH:11]2)=[CH:6][CH:5]=1)[CH3:2].[I-].ClC1C=CC=C[N+]=1C.C(N(CC)C(C)C)(C)C.[NH2:39][C:40]([CH3:44])([CH3:43])[C:41]#[N:42]. Product: [C:41]([C:40]([NH:39][C:16](=[O:18])[CH:15]([O:14][C:10]1[CH:9]=[CH:8][C:7]2[C:12](=[CH:13][C:4]([O:3][CH2:1][CH3:2])=[CH:5][CH:6]=2)[CH:11]=1)[CH2:19][CH3:20])([CH3:44])[CH3:43])#[N:42]. The catalyst class is: 4.